From a dataset of NCI-60 drug combinations with 297,098 pairs across 59 cell lines. Regression. Given two drug SMILES strings and cell line genomic features, predict the synergy score measuring deviation from expected non-interaction effect. (1) Drug 1: COC1=CC(=CC(=C1O)OC)C2C3C(COC3=O)C(C4=CC5=C(C=C24)OCO5)OC6C(C(C7C(O6)COC(O7)C8=CC=CS8)O)O. Drug 2: CC1=C2C(C(=O)C3(C(CC4C(C3C(C(C2(C)C)(CC1OC(=O)C(C(C5=CC=CC=C5)NC(=O)C6=CC=CC=C6)O)O)OC(=O)C7=CC=CC=C7)(CO4)OC(=O)C)O)C)OC(=O)C. Cell line: TK-10. Synergy scores: CSS=28.7, Synergy_ZIP=-3.62, Synergy_Bliss=-1.50, Synergy_Loewe=0.463, Synergy_HSA=0.881. (2) Drug 1: CS(=O)(=O)C1=CC(=C(C=C1)C(=O)NC2=CC(=C(C=C2)Cl)C3=CC=CC=N3)Cl. Drug 2: CCC1(CC2CC(C3=C(CCN(C2)C1)C4=CC=CC=C4N3)(C5=C(C=C6C(=C5)C78CCN9C7C(C=CC9)(C(C(C8N6C=O)(C(=O)OC)O)OC(=O)C)CC)OC)C(=O)OC)O.OS(=O)(=O)O. Cell line: KM12. Synergy scores: CSS=56.2, Synergy_ZIP=1.17, Synergy_Bliss=2.66, Synergy_Loewe=-24.0, Synergy_HSA=9.04. (3) Drug 1: C1CC(=O)NC(=O)C1N2CC3=C(C2=O)C=CC=C3N. Drug 2: C1=C(C(=O)NC(=O)N1)N(CCCl)CCCl. Cell line: HCT116. Synergy scores: CSS=38.0, Synergy_ZIP=-2.29, Synergy_Bliss=-2.93, Synergy_Loewe=-1.55, Synergy_HSA=-1.52. (4) Drug 1: CCC1(CC2CC(C3=C(CCN(C2)C1)C4=CC=CC=C4N3)(C5=C(C=C6C(=C5)C78CCN9C7C(C=CC9)(C(C(C8N6C)(C(=O)OC)O)OC(=O)C)CC)OC)C(=O)OC)O.OS(=O)(=O)O. Drug 2: CC1=C(C=C(C=C1)C(=O)NC2=CC(=CC(=C2)C(F)(F)F)N3C=C(N=C3)C)NC4=NC=CC(=N4)C5=CN=CC=C5. Cell line: MDA-MB-231. Synergy scores: CSS=-1.83, Synergy_ZIP=-0.761, Synergy_Bliss=-3.30, Synergy_Loewe=-9.43, Synergy_HSA=-8.65. (5) Drug 1: CN1C(=O)N2C=NC(=C2N=N1)C(=O)N. Drug 2: CC1C(C(CC(O1)OC2CC(CC3=C2C(=C4C(=C3O)C(=O)C5=C(C4=O)C(=CC=C5)OC)O)(C(=O)CO)O)N)O.Cl. Cell line: RXF 393. Synergy scores: CSS=5.36, Synergy_ZIP=-3.40, Synergy_Bliss=-2.99, Synergy_Loewe=-12.9, Synergy_HSA=-2.97. (6) Drug 1: COCCOC1=C(C=C2C(=C1)C(=NC=N2)NC3=CC=CC(=C3)C#C)OCCOC. Drug 2: CC1CC(C(C(C=C(C(C(C=CC=C(C(=O)NC2=CC(=O)C(=C(C1)C2=O)OC)C)OC)OC(=O)N)C)C)O)OC. Cell line: SW-620. Synergy scores: CSS=79.8, Synergy_ZIP=6.46, Synergy_Bliss=5.09, Synergy_Loewe=-3.86, Synergy_HSA=5.67.